From a dataset of Forward reaction prediction with 1.9M reactions from USPTO patents (1976-2016). Predict the product of the given reaction. Given the reactants Cl.[NH2:2][CH2:3][CH2:4][N:5]([CH3:33])[CH2:6][CH2:7][NH:8][C:9](=[O:32])[CH2:10][C:11]1[C:19]2[C:14](=[CH:15][CH:16]=[C:17]([O:20][CH3:21])[CH:18]=2)[N:13]([C:22](=[O:30])[C:23]2[CH:28]=[CH:27][C:26]([Cl:29])=[CH:25][CH:24]=2)[C:12]=1[CH3:31].CN(C(ON1N=N[C:44]2[CH:45]=[CH:46][CH:47]=N[C:43]1=2)=[N+](C)C)C.F[P-](F)(F)(F)(F)F.CCN([CH:64]([CH3:66])[CH3:65])C(C)C.CCO[C:70]([CH3:72])=[O:71], predict the reaction product. The product is: [Cl:29][C:26]1[CH:27]=[CH:28][C:23]([C:22]([N:13]2[C:14]3[C:19](=[CH:18][C:17]([O:20][CH3:21])=[CH:16][CH:15]=3)[C:11]([CH2:10][C:9]([NH:8][CH2:7][CH2:6][N:5]([CH3:33])[CH2:4][CH2:3][NH:2][C:70](=[O:71])[CH2:72][CH2:43]/[CH:44]=[CH:45]\[CH2:46]/[CH:47]=[CH:9]\[CH2:10]/[CH:11]=[CH:19]\[CH2:18]/[CH:17]=[CH:16]\[CH2:66]/[CH:64]=[CH:65]\[CH2:47]/[CH:46]=[CH:45]\[CH2:44][CH3:43])=[O:32])=[C:12]2[CH3:31])=[O:30])=[CH:24][CH:25]=1.